This data is from Reaction yield outcomes from USPTO patents with 853,638 reactions. The task is: Predict the reaction yield, written as a fraction of the theoretical maximum amount of product (1.0 means a 100% yield; for example, 0.34 means a 34% yield). (1) The yield is 0.740. The reactants are [BH4-].[Na+].[CH2:3]([N:5]([CH2:20][CH3:21])[C:6](=[O:19])[C:7]1[C:12]([CH:13]=[O:14])=[CH:11][CH:10]=[CH:9][C:8]=1[Si:15]([CH3:18])([CH3:17])[CH3:16])[CH3:4]. The catalyst is C(O)C.CCOCC. The product is [CH2:20]([N:5]([CH2:3][CH3:4])[C:6](=[O:19])[C:7]1[C:12]([CH2:13][OH:14])=[CH:11][CH:10]=[CH:9][C:8]=1[Si:15]([CH3:17])([CH3:16])[CH3:18])[CH3:21]. (2) The reactants are [C:1]([NH:4][C:5]1[CH:6]=[C:7]2[C:11](=[CH:12][CH:13]=1)[CH2:10][CH2:9][CH2:8]2)(=[O:3])[CH3:2].[C:14](Cl)(=[O:21])[C:15]1[CH:20]=[CH:19][CH:18]=[CH:17][CH:16]=1.[Al+3].[Cl-].[Cl-].[Cl-].Cl. The catalyst is C(Cl)Cl.O. The product is [C:1]([NH:4][C:5]1[CH:6]=[C:7]2[C:11](=[CH:12][C:13]=1[C:14](=[O:21])[C:15]1[CH:20]=[CH:19][CH:18]=[CH:17][CH:16]=1)[CH2:10][CH2:9][CH2:8]2)(=[O:3])[CH3:2]. The yield is 0.130.